From a dataset of Catalyst prediction with 721,799 reactions and 888 catalyst types from USPTO. Predict which catalyst facilitates the given reaction. (1) Reactant: Br[CH2:2][CH2:3][CH2:4][NH:5][C:6](=[O:12])[O:7][C:8]([CH3:11])([CH3:10])[CH3:9].CN(C)C=O.[N-:18]=[N+:19]=[N-:20].[Na+]. Product: [C:8]([O:7][C:6](=[O:12])[NH:5][CH2:4][CH2:3][CH2:2][N:18]=[N+:19]=[N-:20])([CH3:11])([CH3:10])[CH3:9]. The catalyst class is: 27. (2) Reactant: [CH2:1]([NH:8][C:9]1[CH:14]=[CH:13][C:12]([N+:15]([O-])=O)=[CH:11][N:10]=1)[C:2]1[CH:7]=[CH:6][CH:5]=[CH:4][CH:3]=1. Product: [CH2:1]([NH:8][C:9]1[CH:14]=[CH:13][C:12]([NH2:15])=[CH:11][N:10]=1)[C:2]1[CH:3]=[CH:4][CH:5]=[CH:6][CH:7]=1. The catalyst class is: 29. (3) Reactant: [F:1][C:2]1[CH:7]=[C:6]([F:8])[CH:5]=[C:4]([F:9])[C:3]=1[CH:10]([C:16]([O:18]CC)=O)[C:11]([O:13]CC)=O.[NH2:21][C:22]([NH2:24])=[O:23].[H-].[Na+]. Product: [F:9][C:4]1[CH:5]=[C:6]([F:8])[CH:7]=[C:2]([F:1])[C:3]=1[C:10]1[C:11]([OH:13])=[N:21][C:22]([OH:23])=[N:24][C:16]=1[OH:18]. The catalyst class is: 8. (4) Reactant: [F:1][C:2]([F:9])([F:8])[C:3](=O)[CH2:4][C:5]#[N:6].Cl.[C:11]1([NH:17][NH2:18])[CH:16]=[CH:15][CH:14]=[CH:13][CH:12]=1. Product: [C:11]1([N:17]2[C:5]([NH2:6])=[CH:4][C:3]([C:2]([F:9])([F:8])[F:1])=[N:18]2)[CH:16]=[CH:15][CH:14]=[CH:13][CH:12]=1. The catalyst class is: 14. (5) Reactant: [C:1]([C:4]1[C:5]([O:30][CH2:31][CH3:32])=[C:6]([CH:12]([NH:22][C:23](=[O:29])[O:24][C:25]([CH3:28])([CH3:27])[CH3:26])[CH2:13][O:14][Si](C(C)(C)C)(C)C)[C:7]([F:11])=[C:8]([Cl:10])[CH:9]=1)(=[O:3])[CH3:2].[F-].C([N+](CCCC)(CCCC)CCCC)CCC. Product: [C:25]([O:24][C:23](=[O:29])[NH:22][CH:12]([C:6]1[C:7]([F:11])=[C:8]([Cl:10])[CH:9]=[C:4]([C:1](=[O:3])[CH3:2])[C:5]=1[O:30][CH2:31][CH3:32])[CH2:13][OH:14])([CH3:28])([CH3:26])[CH3:27]. The catalyst class is: 7. (6) Reactant: [O:1]1[CH:3]2[CH2:4][CH2:5][C:6]3[C:11]([CH:2]12)=[CH:10][CH:9]=[CH:8][CH:7]=3.[C:12]([O:16][C:17]([N:19]1[CH2:25][CH2:24][CH2:23][NH:22][CH2:21][CH2:20]1)=[O:18])([CH3:15])([CH3:14])[CH3:13]. Product: [OH:1][C@@H:3]1[CH2:4][CH2:5][C:6]2[C:11](=[CH:10][CH:9]=[CH:8][CH:7]=2)[C@H:2]1[N:22]1[CH2:23][CH2:24][CH2:25][N:19]([C:17]([O:16][C:12]([CH3:15])([CH3:14])[CH3:13])=[O:18])[CH2:20][CH2:21]1. The catalyst class is: 10. (7) Reactant: [I:1][CH:2]([C:6]1C=CC=[CH:8][CH:7]=1)[C:3](O)=O.[C:12](Cl)(=O)[C:13](Cl)=O.[CH3:18][N:19]([CH:21]=[O:22])C.[CH3:23][O:24][CH2:25]CN. The catalyst class is: 4. Product: [I:1][C:2]1[CH:3]=[C:12]([CH2:13][C:21]([NH:19][CH2:18][CH2:25][O:24][CH3:23])=[O:22])[CH:8]=[CH:7][CH:6]=1.